This data is from Reaction yield outcomes from USPTO patents with 853,638 reactions. The task is: Predict the reaction yield, written as a fraction of the theoretical maximum amount of product (1.0 means a 100% yield; for example, 0.34 means a 34% yield). (1) The reactants are C1(C2C=CC=CC=2)C=CC(C(=O)CC2C=CC=CC=2)=CC=1.[C:22]1([C:28](=[O:35])[CH2:29][C:30]2[CH:34]=[CH:33][S:32][CH:31]=2)[CH:27]=[CH:26][CH:25]=[CH:24][CH:23]=1.BrC1C=CC([F:43])=CC=1. No catalyst specified. The product is [F:43][C:25]1[CH:26]=[CH:27][C:22]([C:28](=[O:35])[CH2:29][C:30]2[CH:34]=[CH:33][S:32][CH:31]=2)=[CH:23][CH:24]=1. The yield is 0.450. (2) The reactants are [CH3:1][O:2][C:3]1[CH:4]=[C:5]([C:10]([C@@H:12]2[C@:21]3([CH3:22])[C@H:16]([C:17]([CH3:24])([CH3:23])[CH2:18][CH2:19][CH2:20]3)[CH2:15][C:14](=O)[C@@H:13]2[CH3:26])=[O:11])[CH:6]=[C:7]([CH3:9])[CH:8]=1.[NH2:27][CH2:28][CH2:29][CH2:30][NH:31][C:32](=[O:38])[O:33][C:34]([CH3:37])([CH3:36])[CH3:35].CC(O)=O.[BH-](OC(C)=O)(OC(C)=O)OC(C)=O.[Na+]. The catalyst is C1COCC1.C(Cl)Cl.C([O-])(O)=O.[Na+]. The product is [CH3:1][O:2][C:3]1[CH:4]=[C:5]([C:10]([C@@H:12]2[C@:21]3([CH3:22])[C@H:16]([C:17]([CH3:24])([CH3:23])[CH2:18][CH2:19][CH2:20]3)[CH2:15][CH:14]([NH:27][CH2:28][CH2:29][CH2:30][NH:31][C:32](=[O:38])[O:33][C:34]([CH3:35])([CH3:37])[CH3:36])[C@H:13]2[CH3:26])=[O:11])[CH:6]=[C:7]([CH3:9])[CH:8]=1. The yield is 0.620. (3) The reactants are [Cl:1][C:2]1[C:10]2[C:9]3[CH:11]=[C:12]([C:16]#[N:17])[N+:13]([O-])=[CH:14][C:8]=3[N:7]([CH2:18][O:19][CH2:20][CH2:21][Si:22]([CH3:25])([CH3:24])[CH3:23])[C:6]=2[N:5]=[CH:4][CH:3]=1.P(Cl)(Cl)Cl. The catalyst is ClCCl. The product is [Cl:1][C:2]1[C:10]2[C:9]3[CH:11]=[C:12]([C:16]#[N:17])[N:13]=[CH:14][C:8]=3[N:7]([CH2:18][O:19][CH2:20][CH2:21][Si:22]([CH3:25])([CH3:24])[CH3:23])[C:6]=2[N:5]=[CH:4][CH:3]=1. The yield is 0.930. (4) The reactants are [CH3:1][O:2][C:3](=[O:11])[C:4]1[CH:9]=[CH:8][CH:7]=[C:6]([NH2:10])[CH:5]=1.N1C=CC=CC=1.[CH3:18][S:19](Cl)(=[O:21])=[O:20]. The catalyst is C(Cl)Cl.CN(C1C=CN=CC=1)C. The product is [CH3:1][O:2][C:3](=[O:11])[C:4]1[CH:9]=[CH:8][CH:7]=[C:6]([NH:10][S:19]([CH3:18])(=[O:21])=[O:20])[CH:5]=1. The yield is 0.890. (5) The reactants are [H-].[Na+].[CH2:3]([O:5][C:6](=[O:36])/[CH:7]=[CH:8]/[CH2:9][CH2:10][C@@H:11]1[N:16]([S:17]([C:20]2[CH:25]=[CH:24][CH:23]=[CH:22][CH:21]=2)(=[O:19])=[O:18])[CH2:15][CH2:14][N:13]([C:26]([O:28][CH2:29][C:30]2[CH:35]=[CH:34][CH:33]=[CH:32][CH:31]=2)=[O:27])[CH2:12]1)[CH3:4].[CH3:37]S(C)=O. The catalyst is CCOCC. The product is [CH2:3]([O:5][C:6]([CH:7]1[CH2:37][CH:8]1[CH2:9][CH2:10][C@@H:11]1[N:16]([S:17]([C:20]2[CH:21]=[CH:22][CH:23]=[CH:24][CH:25]=2)(=[O:19])=[O:18])[CH2:15][CH2:14][N:13]([C:26]([O:28][CH2:29][C:30]2[CH:35]=[CH:34][CH:33]=[CH:32][CH:31]=2)=[O:27])[CH2:12]1)=[O:36])[CH3:4]. The yield is 0.760. (6) The reactants are [CH3:13][C:12]([O:11][C:9](O[C:9]([O:11][C:12]([CH3:15])([CH3:14])[CH3:13])=[O:10])=[O:10])([CH3:15])[CH3:14].CCN(C(C)C)C(C)C.[OH:25][C:26]1[CH:31]=[C:30]([NH2:32])[C:29]([OH:33])=[CH:28][C:27]=1[NH2:34]. The catalyst is CS(C)=O. The product is [NH2:32][C:30]1[C:31]([C:9]([O:11][C:12]([CH3:13])([CH3:14])[CH3:15])=[O:10])=[C:26]([OH:25])[C:27]([NH2:34])=[CH:28][C:29]=1[OH:33]. The yield is 0.450. (7) The reactants are [H-].[Na+].Cl[C:4]1[C:9]([CH2:10][NH:11][CH2:12][CH:13]([CH:15]2[CH2:18][C:17]([F:20])([F:19])[CH2:16]2)[OH:14])=[CH:8][CH:7]=[C:6]([Cl:21])[N:5]=1. The catalyst is C1COCC1. The product is [Cl:21][C:6]1[CH:7]=[CH:8][C:9]2[CH2:10][NH:11][CH2:12][CH:13]([CH:15]3[CH2:18][C:17]([F:20])([F:19])[CH2:16]3)[O:14][C:4]=2[N:5]=1. The yield is 0.220. (8) The reactants are [NH2:1][CH:2]([CH2:6][CH:7]1[CH2:11][CH2:10][CH2:9][CH2:8]1)[C:3]([OH:5])=[O:4].[C:12](#N)[CH3:13]. No catalyst specified. The product is [CH:7]1([CH2:6][CH:2]([N:1]2[CH2:13][C:12]3[C:2](=[CH:6][CH:7]=[CH:8][CH:9]=3)[C:3]2=[O:4])[C:3]([OH:5])=[O:4])[CH2:11][CH2:10][CH2:9][CH2:8]1. The yield is 0.830. (9) The reactants are C(OC(=O)[NH:7][CH:8]([CH2:28][C:29]1[CH:34]=[CH:33][C:32]([Cl:35])=[CH:31][CH:30]=1)[C:9]([N:11]1[CH2:16][CH2:15][N:14]([C:17]2[C:18]3[S:25][C:24]([C:26]#[N:27])=[CH:23][C:19]=3[N:20]=[CH:21][N:22]=2)[CH2:13][CH2:12]1)=[O:10])(C)(C)C.[ClH:37]. The catalyst is C(Cl)Cl.O1CCOCC1. The product is [ClH:35].[ClH:37].[NH2:7][CH:8]([CH2:28][C:29]1[CH:30]=[CH:31][C:32]([Cl:35])=[CH:33][CH:34]=1)[C:9]([N:11]1[CH2:12][CH2:13][N:14]([C:17]2[C:18]3[S:25][C:24]([C:26]#[N:27])=[CH:23][C:19]=3[N:20]=[CH:21][N:22]=2)[CH2:15][CH2:16]1)=[O:10]. The yield is 0.440. (10) The reactants are Br[C:2]([CH3:9])([CH3:8])[C:3]([O:5][CH2:6][CH3:7])=[O:4].[NH2:10][C:11]1[N:12]([C:17]2[C:26]3[C:21](=[CH:22][CH:23]=[CH:24][CH:25]=3)[C:20]([CH:27]3[CH2:29][CH2:28]3)=[CH:19][CH:18]=2)[C:13]([SH:16])=[N:14][N:15]=1.[I-].[K+]. The catalyst is CN(C=O)C. The product is [NH2:10][C:11]1[N:12]([C:17]2[C:26]3[C:21](=[CH:22][CH:23]=[CH:24][CH:25]=3)[C:20]([CH:27]3[CH2:29][CH2:28]3)=[CH:19][CH:18]=2)[C:13]([S:16][C:2]([CH3:9])([CH3:8])[C:3]([O:5][CH2:6][CH3:7])=[O:4])=[N:14][N:15]=1. The yield is 0.270.